Dataset: Forward reaction prediction with 1.9M reactions from USPTO patents (1976-2016). Task: Predict the product of the given reaction. Given the reactants [Cl:1][C:2]1[CH:10]=[CH:9][C:8]2[N:7]([CH2:11][C:12]([C:15]3[CH:20]=[CH:19][C:18]([Cl:21])=[CH:17][CH:16]=3)(O)[CH3:13])[C:6]3[CH2:22][CH2:23][N:24]([CH3:26])[CH2:25][C:5]=3[C:4]=2[CH:3]=1.S(=O)(=O)(O)O.[OH-].[K+], predict the reaction product. The product is: [Cl:1][C:2]1[CH:10]=[CH:9][C:8]2[N:7](/[CH:11]=[C:12](/[C:15]3[CH:20]=[CH:19][C:18]([Cl:21])=[CH:17][CH:16]=3)\[CH3:13])[C:6]3[CH2:22][CH2:23][N:24]([CH3:26])[CH2:25][C:5]=3[C:4]=2[CH:3]=1.